From a dataset of Forward reaction prediction with 1.9M reactions from USPTO patents (1976-2016). Predict the product of the given reaction. (1) The product is: [NH2:21][C:19]1[S:20][C:3]2[C:2]([NH:23][CH:24]([CH2:27][O:28][CH3:29])[CH2:25][OH:26])=[N:7][C:6]([S:8][CH2:9][C:10]3[CH:15]=[CH:14][CH:13]=[C:12]([F:16])[C:11]=3[F:17])=[N:5][C:4]=2[N:18]=1. Given the reactants Cl[C:2]1[C:3]2[S:20][C:19]([NH2:21])=[N:18][C:4]=2[N:5]=[C:6]([S:8][CH2:9][C:10]2[CH:15]=[CH:14][CH:13]=[C:12]([F:16])[C:11]=2[F:17])[N:7]=1.Cl.[NH2:23][CH:24]([CH2:27][O:28][CH3:29])[CH2:25][OH:26], predict the reaction product. (2) Given the reactants [NH2:1][C:2]1[S:3][C:4]2[CH:10]=[C:9]([O:11][C:12]3[CH:13]=[C:14]([NH:20][C:21](=[O:33])[C:22]4[CH:27]=[CH:26][CH:25]=[C:24]([C:28]([C:31]#[N:32])([CH3:30])[CH3:29])[CH:23]=4)[CH:15]=[CH:16][C:17]=3[O:18][CH3:19])[CH:8]=[CH:7][C:5]=2[N:6]=1.C([O:37][CH2:38][C:39](Cl)=[O:40])(=O)C, predict the reaction product. The product is: [C:31]([C:28]([C:24]1[CH:23]=[C:22]([CH:27]=[CH:26][CH:25]=1)[C:21]([NH:20][C:14]1[CH:15]=[CH:16][C:17]([O:18][CH3:19])=[C:12]([O:11][C:9]2[CH:8]=[CH:7][C:5]3[N:6]=[C:2]([NH:1][C:38](=[O:37])[CH2:39][OH:40])[S:3][C:4]=3[CH:10]=2)[CH:13]=1)=[O:33])([CH3:30])[CH3:29])#[N:32]. (3) Given the reactants Br[C:2]1[CH:11]=[CH:10][C:5]([C:6]([O:8]C)=[O:7])=[C:4]([NH:12][C:13]2[CH:18]=[CH:17][C:16]([F:19])=[CH:15][CH:14]=2)[CH:3]=1.[CH3:20][O:21][C:22]1[CH:23]=[C:24](B(O)O)[CH:25]=[CH:26][CH:27]=1.C(=O)([O-])[O-].[Na+].[Na+], predict the reaction product. The product is: [F:19][C:16]1[CH:17]=[CH:18][C:13]([NH:12][C:4]2[CH:3]=[C:2]([C:26]3[CH:25]=[CH:24][CH:23]=[C:22]([O:21][CH3:20])[CH:27]=3)[CH:11]=[CH:10][C:5]=2[C:6]([OH:8])=[O:7])=[CH:14][CH:15]=1. (4) Given the reactants [Cl:1][C:2]1[C:7]([CH3:8])=[CH:6][C:5]([NH:9][CH:10]2[CH2:15][CH2:14][N:13]([C@H:16]3[CH2:21][CH2:20][C@@H:19]([O:22][CH3:23])[CH2:18][CH2:17]3)[CH2:12][CH2:11]2)=[C:4]([N+:24]([O-])=O)[CH:3]=1.O.NN, predict the reaction product. The product is: [NH2:24][C:4]1[CH:3]=[C:2]([Cl:1])[C:7]([CH3:8])=[CH:6][C:5]=1[NH:9][CH:10]1[CH2:11][CH2:12][N:13]([C@H:16]2[CH2:21][CH2:20][C@@H:19]([O:22][CH3:23])[CH2:18][CH2:17]2)[CH2:14][CH2:15]1. (5) Given the reactants Br[CH2:2][CH2:3][CH2:4][OH:5].[CH2:6]([O:13][C:14](=[O:35])[NH:15][N:16]1[C:24]([C:25]2[CH:30]=[CH:29][CH:28]=[CH:27][CH:26]=2)=[C:23]2[C:18]([N:19]([CH3:34])[C:20](=[O:33])[N:21]([CH3:32])[C:22]2=[O:31])=[CH:17]1)[C:7]1[CH:12]=[CH:11][CH:10]=[CH:9][CH:8]=1.C([O-])([O-])=O.[K+].[K+], predict the reaction product. The product is: [CH2:6]([O:13][C:14](=[O:35])[N:15]([N:16]1[C:24]([C:25]2[CH:30]=[CH:29][CH:28]=[CH:27][CH:26]=2)=[C:23]2[C:18]([N:19]([CH3:34])[C:20](=[O:33])[N:21]([CH3:32])[C:22]2=[O:31])=[CH:17]1)[CH2:2][CH2:3][CH2:4][OH:5])[C:7]1[CH:12]=[CH:11][CH:10]=[CH:9][CH:8]=1. (6) Given the reactants [BH4-].[Na+].[Br:3][CH2:4][C:5]([C:7]1[CH:8]=[N:9][CH:10]=[CH:11][CH:12]=1)=[O:6].C(OCC)(=O)C, predict the reaction product. The product is: [Br:3][CH2:4][CH:5]([C:7]1[CH:8]=[N:9][CH:10]=[CH:11][CH:12]=1)[OH:6]. (7) Given the reactants [CH3:1][O:2][C:3]1[CH:4]=[C:5]([CH:7]=[CH:8][C:9]=1[O:10][CH2:11][CH2:12][CH:13]1[CH2:17][CH2:16][CH2:15][O:14]1)[NH2:6].[Cl:18][C:19]1[CH:24]=[CH:23][C:22]([C:25]2[CH:26]=[C:27]([C:30](O)=[O:31])[NH:28][CH:29]=2)=[CH:21][CH:20]=1, predict the reaction product. The product is: [Cl:18][C:19]1[CH:24]=[CH:23][C:22]([C:25]2[CH:26]=[C:27]([C:30]([NH:6][C:5]3[CH:7]=[CH:8][C:9]([O:10][CH2:11][CH2:12][CH:13]4[CH2:17][CH2:16][CH2:15][O:14]4)=[C:3]([O:2][CH3:1])[CH:4]=3)=[O:31])[NH:28][CH:29]=2)=[CH:21][CH:20]=1. (8) Given the reactants [H-].[Na+].[I-].[CH3:4][S+](C)(C)=O.[F:9][C:10]1[CH:15]=[CH:14][CH:13]=[CH:12][C:11]=1[CH:16]=[CH:17][C:18]([N:20]([O:22][CH3:23])[CH3:21])=[O:19], predict the reaction product. The product is: [CH3:23][O:22][N:20]([CH3:21])[C:18]([CH:17]1[CH2:4][CH:16]1[C:11]1[CH:12]=[CH:13][CH:14]=[CH:15][C:10]=1[F:9])=[O:19].